This data is from Full USPTO retrosynthesis dataset with 1.9M reactions from patents (1976-2016). The task is: Predict the reactants needed to synthesize the given product. Given the product [F:33][C:34]1[CH:35]=[C:36]([O:40][C:2]2[CH:3]=[CH:4][C:5]([C:8]([N:10]([CH3:32])[C:11]3[CH:16]=[CH:15][C:14]([CH2:17][N:18]4[CH2:23][CH2:22][N:21]([C:24]([O:26][C:27]([CH3:30])([CH3:29])[CH3:28])=[O:25])[C@@H:20]([CH3:31])[CH2:19]4)=[CH:13][CH:12]=3)=[O:9])=[N:6][CH:7]=2)[CH:37]=[CH:38][CH:39]=1, predict the reactants needed to synthesize it. The reactants are: Br[C:2]1[CH:3]=[CH:4][C:5]([C:8]([N:10]([CH3:32])[C:11]2[CH:16]=[CH:15][C:14]([CH2:17][N:18]3[CH2:23][CH2:22][N:21]([C:24]([O:26][C:27]([CH3:30])([CH3:29])[CH3:28])=[O:25])[C@@H:20]([CH3:31])[CH2:19]3)=[CH:13][CH:12]=2)=[O:9])=[N:6][CH:7]=1.[F:33][C:34]1[CH:35]=[C:36]([OH:40])[CH:37]=[CH:38][CH:39]=1.CC(CCCC(CCCC(CCCC(CCC(O)=O)C)C)C)C.